This data is from Full USPTO retrosynthesis dataset with 1.9M reactions from patents (1976-2016). The task is: Predict the reactants needed to synthesize the given product. The reactants are: [CH2:1]([NH:8][C:9]([NH:11][NH2:12])=[S:10])[C:2]1[CH:7]=[CH:6][CH:5]=[CH:4][CH:3]=1.[F:13][C:14]1[CH:23]=[C:22]2[C:17]([CH:18]=[CH:19][CH:20]=[N:21]2)=[CH:16][C:15]=1[CH2:24][C:25]1[N:29]2[N:30]=[C:31]([C:34](=O)[CH3:35])[CH:32]=[CH:33][C:28]2=[N:27][CH:26]=1. Given the product [CH2:1]([NH:8][C:9]([NH:11]/[N:12]=[C:34](/[C:31]1[CH:32]=[CH:33][C:28]2[N:29]([C:25]([CH2:24][C:15]3[CH:16]=[C:17]4[C:22](=[CH:23][C:14]=3[F:13])[N:21]=[CH:20][CH:19]=[CH:18]4)=[CH:26][N:27]=2)[N:30]=1)\[CH3:35])=[S:10])[C:2]1[CH:7]=[CH:6][CH:5]=[CH:4][CH:3]=1, predict the reactants needed to synthesize it.